Dataset: Catalyst prediction with 721,799 reactions and 888 catalyst types from USPTO. Task: Predict which catalyst facilitates the given reaction. (1) Reactant: [O:1]1[CH2:6][CH2:5][CH:4]([CH2:7][NH:8][C:9]([C:11]2[C:16]([NH:17][C:18]([C:20]3[C:29]4[C:24](=[CH:25][CH:26]=[CH:27][CH:28]=4)[C:23]([NH:30]C(=O)OC(C)(C)C)=[CH:22][CH:21]=3)=[O:19])=[CH:15][CH:14]=[CH:13][N:12]=2)=[O:10])[CH2:3][CH2:2]1.Cl.O1CCOCC1. Product: [NH2:30][C:23]1[C:24]2[C:29](=[CH:28][CH:27]=[CH:26][CH:25]=2)[C:20]([C:18]([NH:17][C:16]2[C:11]([C:9]([NH:8][CH2:7][CH:4]3[CH2:5][CH2:6][O:1][CH2:2][CH2:3]3)=[O:10])=[N:12][CH:13]=[CH:14][CH:15]=2)=[O:19])=[CH:21][CH:22]=1. The catalyst class is: 2. (2) Reactant: [Br:1][C:2]1[CH:7]=[CH:6][C:5]([C:8]2[N:9]([CH2:20][CH2:21][NH:22]C(=O)OC(C)(C)C)[C:10](=[N:13][C:14]3[CH:19]=[CH:18][CH:17]=[CH:16][CH:15]=3)[S:11][CH:12]=2)=[CH:4][CH:3]=1.FC(F)(F)C(O)=O. Product: [NH2:22][CH2:21][CH2:20][N:9]1[C:8]([C:5]2[CH:4]=[CH:3][C:2]([Br:1])=[CH:7][CH:6]=2)=[CH:12][S:11][C:10]1=[N:13][C:14]1[CH:19]=[CH:18][CH:17]=[CH:16][CH:15]=1. The catalyst class is: 6. (3) Reactant: [NH2:1][CH:2]1[CH2:7][CH2:6][N:5]([CH2:8][CH2:9][N:10]2[C:19]3[C:14](=[CH:15][CH:16]=[C:17]([O:20][CH3:21])[CH:18]=3)[C:13](=[O:22])[CH:12]=[CH:11]2)[CH2:4][CH2:3]1.[O:23]1[C:32]2[CH:31]=[C:30]([CH:33]=O)[N:29]=[CH:28][C:27]=2[O:26][CH2:25][CH2:24]1.C(O[BH-](OC(=O)C)OC(=O)C)(=O)C.[Na+]. Product: [O:23]1[C:32]2[CH:31]=[C:30]([CH2:33][NH:1][CH:2]3[CH2:7][CH2:6][N:5]([CH2:8][CH2:9][N:10]4[C:19]5[C:14](=[CH:15][CH:16]=[C:17]([O:20][CH3:21])[CH:18]=5)[C:13](=[O:22])[CH:12]=[CH:11]4)[CH2:4][CH2:3]3)[N:29]=[CH:28][C:27]=2[O:26][CH2:25][CH2:24]1. The catalyst class is: 147. (4) Reactant: [Br:1][C:2]1[CH:3]=[C:4]([NH2:8])[CH:5]=[N:6][CH:7]=1.[Br:9][C:10]1[CH:15]=[CH:14][C:13]([S:16](Cl)(=[O:18])=[O:17])=[C:12]([Cl:20])[CH:11]=1. Product: [Br:9][C:10]1[CH:15]=[CH:14][C:13]([S:16]([NH:8][C:4]2[CH:5]=[N:6][CH:7]=[C:2]([Br:1])[CH:3]=2)(=[O:17])=[O:18])=[C:12]([Cl:20])[CH:11]=1. The catalyst class is: 17. (5) Reactant: [Cl:1][C:2]1[CH:7]=[CH:6][C:5]([CH:8]2[C:15]3[C:11](=[N:12][N:13]([C:19]4[C:20]([O:27][CH3:28])=[N:21][C:22]([O:25][CH3:26])=[N:23][CH:24]=4)[C:14]=3[CH:16]([CH3:18])[CH3:17])[C:10](=[O:29])[N:9]2[C:30]2[CH:31]=[C:32]([CH3:40])[C:33]3[O:37][N:36]=[C:35]([CH3:38])[C:34]=3[CH:39]=2)=[CH:4][CH:3]=1.C(N(CC)CC)C.O(S(C)(=O)=O)S(C)(=O)=O.CC1[C:62]2C=C(N)C=C(C)[C:61]=2[O:60]N=1. Product: [Cl:1][C:2]1[CH:3]=[CH:4][C:5]([CH:8]([NH:9][C:30]2[CH:31]=[C:32]([CH3:40])[C:33]3[O:37][N:36]=[C:35]([CH3:38])[C:34]=3[CH:39]=2)[C:15]2[C:11]([C:10]([O:60][CH2:61][CH3:62])=[O:29])=[N:12][N:13]([C:19]3[C:20]([O:27][CH3:28])=[N:21][C:22]([O:25][CH3:26])=[N:23][CH:24]=3)[C:14]=2[CH:16]([CH3:18])[CH3:17])=[CH:6][CH:7]=1. The catalyst class is: 2. (6) Reactant: C[O:2][C:3]([C:5]1[N:6]=[CH:7][C:8]([N:11]2[CH2:16][CH2:15][N:14]([C:17]3[N:18]=[N:19][C:20]([CH2:25][C:26]4[CH:31]=[CH:30][CH:29]=[CH:28][CH:27]=4)=[C:21]([CH3:24])[C:22]=3[CH3:23])[CH2:13][C@H:12]2[CH3:32])=[N:9][CH:10]=1)=[O:4].[Li+].[OH-].O.C1COCC1. Product: [CH2:25]([C:20]1[N:19]=[N:18][C:17]([N:14]2[CH2:15][CH2:16][N:11]([C:8]3[CH:7]=[N:6][C:5]([C:3]([OH:4])=[O:2])=[CH:10][N:9]=3)[C@H:12]([CH3:32])[CH2:13]2)=[C:22]([CH3:23])[C:21]=1[CH3:24])[C:26]1[CH:31]=[CH:30][CH:29]=[CH:28][CH:27]=1. The catalyst class is: 5. (7) Reactant: [CH:1]1([C:4]([NH:6][C:7]2[CH:12]=[CH:11][CH:10]=[C:9]([C:13]3[C:21]4[C:16](=[CH:17][CH:18]=[C:19]([C:22]5[N:26]=[CH:25][N:24](C(C6C=CC=CC=6)(C6C=CC=CC=6)C6C=CC=CC=6)[N:23]=5)[CH:20]=4)[N:15](C4CCCCO4)[N:14]=3)[CH:8]=2)=[O:5])[CH2:3][CH2:2]1.C([O-])(O)=O.[Na+]. Product: [NH:24]1[CH:25]=[N:26][C:22]([C:19]2[CH:20]=[C:21]3[C:16](=[CH:17][CH:18]=2)[NH:15][N:14]=[C:13]3[C:9]2[CH:8]=[C:7]([NH:6][C:4]([CH:1]3[CH2:2][CH2:3]3)=[O:5])[CH:12]=[CH:11][CH:10]=2)=[N:23]1. The catalyst class is: 89.